This data is from Reaction yield outcomes from USPTO patents with 853,638 reactions. The task is: Predict the reaction yield, written as a fraction of the theoretical maximum amount of product (1.0 means a 100% yield; for example, 0.34 means a 34% yield). (1) The reactants are C(O)(C(F)(F)F)=O.[Cl:8][C:9]1[CH:14]=[CH:13][CH:12]=[C:11]([Cl:15])[C:10]=1[N:16]1[CH:45]=[C:44]([C:46]2[CH:47]=[N:48][CH:49]=[CH:50][CH:51]=2)[C:19]2[N:20]=[C:21]([NH:24][C:25]3[CH:30]=[CH:29][C:28]([N:31]4[CH2:36][CH2:35][N:34](C(OC(C)(C)C)=O)[CH2:33][CH2:32]4)=[CH:27][CH:26]=3)[N:22]=[CH:23][C:18]=2[C:17]1=[O:52]. The catalyst is C(Cl)Cl. The product is [Cl:8][C:9]1[CH:14]=[CH:13][CH:12]=[C:11]([Cl:15])[C:10]=1[N:16]1[CH:45]=[C:44]([C:46]2[CH:47]=[N:48][CH:49]=[CH:50][CH:51]=2)[C:19]2[N:20]=[C:21]([NH:24][C:25]3[CH:26]=[CH:27][C:28]([N:31]4[CH2:32][CH2:33][NH:34][CH2:35][CH2:36]4)=[CH:29][CH:30]=3)[N:22]=[CH:23][C:18]=2[C:17]1=[O:52]. The yield is 0.920. (2) The reactants are [Cl:1][C:2]1[C:10]2[N:9]=[C:8]3[N:11]([C:15]4[C:20]([Cl:21])=[CH:19][C:18]([Cl:22])=[CH:17][C:16]=4[Cl:23])[CH2:12][CH2:13][CH2:14][N:7]3[C:6]=2[C:5]([CH:24](O)[C:25]([F:28])([F:27])[F:26])=[CH:4][CH:3]=1.S(Cl)([Cl:32])=O.CN(C)C=O. The catalyst is O1CCCC1. The product is [Cl:1][C:2]1[C:10]2[N:9]=[C:8]3[N:11]([C:15]4[C:20]([Cl:21])=[CH:19][C:18]([Cl:22])=[CH:17][C:16]=4[Cl:23])[CH2:12][CH2:13][CH2:14][N:7]3[C:6]=2[C:5]([CH:24]([Cl:32])[C:25]([F:28])([F:27])[F:26])=[CH:4][CH:3]=1. The yield is 0.880.